From a dataset of Forward reaction prediction with 1.9M reactions from USPTO patents (1976-2016). Predict the product of the given reaction. Given the reactants [NH2:1][C:2]1[CH:7]=[CH:6][C:5]([C:8]2[C:16]3[C:15]([NH:17][C@H:18]([C:20]4[N:25]([C:26]5[CH:31]=[CH:30][CH:29]=[CH:28][CH:27]=5)[C:24](=[O:32])[C:23]5=[C:33]([CH3:36])[CH:34]=[CH:35][N:22]5[N:21]=4)[CH3:19])=[N:14][CH:13]=[N:12][C:11]=3[N:10]([CH2:37][O:38][CH2:39][CH2:40][Si:41]([CH3:44])([CH3:43])[CH3:42])[CH:9]=2)=[C:4]([O:45][CH3:46])[CH:3]=1.[N-:47]=[C:48]=[O:49].[K+], predict the reaction product. The product is: [CH3:46][O:45][C:4]1[CH:3]=[C:2]([NH:1][C:48]([NH2:47])=[O:49])[CH:7]=[CH:6][C:5]=1[C:8]1[C:16]2[C:15]([NH:17][C@H:18]([C:20]3[N:25]([C:26]4[CH:31]=[CH:30][CH:29]=[CH:28][CH:27]=4)[C:24](=[O:32])[C:23]4=[C:33]([CH3:36])[CH:34]=[CH:35][N:22]4[N:21]=3)[CH3:19])=[N:14][CH:13]=[N:12][C:11]=2[N:10]([CH2:37][O:38][CH2:39][CH2:40][Si:41]([CH3:43])([CH3:42])[CH3:44])[CH:9]=1.